From a dataset of Reaction yield outcomes from USPTO patents with 853,638 reactions. Predict the reaction yield, written as a fraction of the theoretical maximum amount of product (1.0 means a 100% yield; for example, 0.34 means a 34% yield). (1) The reactants are [CH3:1][Si:2]([CH3:10])([CH3:9])[O:3][C:4]([CH3:8])([C:6]#[CH:7])[CH3:5].[Li]CCCC.CON(C)[C:19](=[O:26])[C:20]1[CH:25]=[CH:24][N:23]=[CH:22][CH:21]=1. The catalyst is C1COCC1. The product is [CH3:5][C:4]([O:3][Si:2]([CH3:10])([CH3:9])[CH3:1])([CH3:8])[C:6]#[C:7][C:19]([C:20]1[CH:25]=[CH:24][N:23]=[CH:22][CH:21]=1)=[O:26]. The yield is 0.270. (2) The reactants are [NH2:1][C@@:2]([C:13]1[CH:18]=[CH:17][C:16]([F:19])=[CH:15][C:14]=1[F:20])([CH3:12])[CH2:3][C@H:4]([C:6]1[C:7]([CH3:11])=[N:8][O:9][CH:10]=1)[OH:5].[C:21]([N:29]=[C:30]=[S:31])(=[O:28])[C:22]1[CH:27]=[CH:26][CH:25]=[CH:24][CH:23]=1. The catalyst is C(Cl)Cl. The product is [F:20][C:14]1[CH:15]=[C:16]([F:19])[CH:17]=[CH:18][C:13]=1[C@@:2]([NH:1][C:30]([NH:29][C:21](=[O:28])[C:22]1[CH:23]=[CH:24][CH:25]=[CH:26][CH:27]=1)=[S:31])([CH2:3][C@@H:4]([OH:5])[C:6]1[C:7]([CH3:11])=[N:8][O:9][CH:10]=1)[CH3:12]. The yield is 0.280. (3) The reactants are [CH3:1][O:2][C:3]1[C:8]2[C:9]([C:31]3[CH:32]=[N:33][NH:34][CH:35]=3)=[N:10][N:11](C(C3C=CC=CC=3)(C3C=CC=CC=3)C3C=CC=CC=3)[C:7]=2[CH:6]=[CH:5][N:4]=1.Br[CH2:37][CH:38]1[CH2:41][CH2:40][CH2:39]1. No catalyst specified. The product is [CH:38]1([CH2:37][N:34]2[CH:35]=[C:31]([C:9]3[C:8]4[C:3]([O:2][CH3:1])=[N:4][CH:5]=[CH:6][C:7]=4[NH:11][N:10]=3)[CH:32]=[N:33]2)[CH2:41][CH2:40][CH2:39]1. The yield is 0.640. (4) The product is [Cl:1][C:2]1[N:3]=[C:4]([C:17]([O:19][CH2:20][CH3:21])=[CH2:18])[C:5]2[CH2:10][CH2:9][CH2:8][C:6]=2[N:7]=1. The yield is 0.290. The reactants are [Cl:1][C:2]1[N:3]=[C:4](Cl)[C:5]2[CH2:10][CH2:9][CH2:8][C:6]=2[N:7]=1.C([Sn](CCCC)(CCCC)[C:17]([O:19][CH2:20][CH3:21])=[CH2:18])CCC. No catalyst specified. (5) The reactants are [O:1]1[CH2:5][CH2:4][CH:3]([C:6]([OH:8])=O)[CH2:2]1.CCN=C=NCCCN(C)C.Cl.O.ON1C2C=CC=CC=2N=N1.[O:32]1[CH2:37][CH2:36][CH:35]([C:38]([C:40]2[S:44][C:43]([NH2:45])=[N:42][C:41]=2[C:46]2[O:47][CH:48]=[CH:49][CH:50]=2)=[O:39])[CH2:34][CH2:33]1.C(=O)([O-])O.[Na+]. No catalyst specified. The product is [O:47]1[CH:48]=[CH:49][CH:50]=[C:46]1[C:41]1[N:42]=[C:43]([NH:45][C:6]([CH:3]2[CH2:4][CH2:5][O:1][CH2:2]2)=[O:8])[S:44][C:40]=1[C:38]([CH:35]1[CH2:36][CH2:37][O:32][CH2:33][CH2:34]1)=[O:39]. The yield is 0.840. (6) The reactants are [F:1][C:2]([F:30])([F:29])[C:3]1[CH:4]=[C:5]([C:9]2[NH:13][C:12]3[CH:14]=[CH:15][CH:16]=[C:17]([NH:18]C(=O)OCC4C=CC=CC=4)[C:11]=3[N:10]=2)[CH:6]=[CH:7][CH:8]=1. The catalyst is CO.[Pd]. The product is [F:30][C:2]([F:1])([F:29])[C:3]1[CH:4]=[C:5]([C:9]2[NH:13][C:12]3[CH:14]=[CH:15][CH:16]=[C:17]([NH2:18])[C:11]=3[N:10]=2)[CH:6]=[CH:7][CH:8]=1. The yield is 0.930. (7) The reactants are [CH2:1]([O:8][C:9]1[C:14](=[O:15])[CH:13]=[CH:12]O[C:10]=1[CH3:16])[C:2]1[CH:7]=[CH:6][CH:5]=[CH:4][CH:3]=1.[NH3:17].[OH-].[Na+].[Cl-].[NH4+]. The catalyst is C(O)C.C(Cl)(Cl)Cl. The product is [CH2:1]([O:8][C:9]1[C:14](=[O:15])[CH:13]=[CH:12][NH:17][C:10]=1[CH3:16])[C:2]1[CH:7]=[CH:6][CH:5]=[CH:4][CH:3]=1. The yield is 0.430.